This data is from Catalyst prediction with 721,799 reactions and 888 catalyst types from USPTO. The task is: Predict which catalyst facilitates the given reaction. (1) Reactant: [C:1]([O:5][C:6](=[O:31])[CH2:7][O:8][C:9]1[C:14]2[CH2:15][CH2:16][CH2:17][CH2:18][CH:19]([NH:20][S:21]([C:24]3[CH:29]=[CH:28][C:27](Br)=[CH:26][N:25]=3)(=[O:23])=[O:22])[C:13]=2[CH:12]=[CH:11][CH:10]=1)([CH3:4])([CH3:3])[CH3:2].[F:32][C:33]([F:44])([F:43])[C:34]1[CH:35]=[C:36](B(O)O)[CH:37]=[CH:38][CH:39]=1.C([O-])([O-])=O.[K+].[K+]. Product: [C:1]([O:5][C:6](=[O:31])[CH2:7][O:8][C:9]1[C:14]2[CH2:15][CH2:16][CH2:17][CH2:18][CH:19]([NH:20][S:21]([C:24]3[CH:29]=[CH:28][C:27]([C:38]4[CH:37]=[CH:36][CH:35]=[C:34]([C:33]([F:44])([F:43])[F:32])[CH:39]=4)=[CH:26][N:25]=3)(=[O:23])=[O:22])[C:13]=2[CH:12]=[CH:11][CH:10]=1)([CH3:4])([CH3:3])[CH3:2]. The catalyst class is: 77. (2) Reactant: [H-].[H-].[H-].[H-].[Li+].[Al+3].[Br:7][C:8]1[CH:9]=[C:10]2[C:14](=[CH:15][CH:16]=1)[NH:13][C:12]([C:17](OCC)=[O:18])=[C:11]2[S:22]([N:25]1[CH2:29][CH2:28][CH2:27][CH2:26]1)(=[O:24])=[O:23]. Product: [Br:7][C:8]1[CH:9]=[C:10]2[C:14](=[CH:15][CH:16]=1)[NH:13][C:12]([CH2:17][OH:18])=[C:11]2[S:22]([N:25]1[CH2:26][CH2:27][CH2:28][CH2:29]1)(=[O:23])=[O:24]. The catalyst class is: 1.